From a dataset of Full USPTO retrosynthesis dataset with 1.9M reactions from patents (1976-2016). Predict the reactants needed to synthesize the given product. (1) The reactants are: [I-].[K+].[CH3:3][CH2:4][N:5]([CH:9]([CH3:11])[CH3:10])[CH:6]([CH3:8])[CH3:7].NC1N=NNC2C=1N=CC=2. Given the product [CH3:3][CH2:4][N:5]([CH:9]([CH3:11])[CH3:10])[CH:6]([CH3:8])[CH3:7].[CH:6]([N:5]([CH2:4][CH3:3])[CH:9]([CH3:11])[CH3:10])([CH3:8])[CH3:7], predict the reactants needed to synthesize it. (2) The reactants are: [F:1][C:2]1[CH:3]=[C:4]([CH2:10][N:11]([CH3:19])[C:12](=[O:18])[O:13][C:14]([CH3:17])([CH3:16])[CH3:15])[CH:5]=[CH:6][C:7]=1[CH2:8][OH:9]. Given the product [F:1][C:2]1[CH:3]=[C:4]([CH2:10][N:11]([CH3:19])[C:12](=[O:18])[O:13][C:14]([CH3:15])([CH3:16])[CH3:17])[CH:5]=[CH:6][C:7]=1[CH:8]=[O:9], predict the reactants needed to synthesize it. (3) Given the product [CH3:1][N:2]([CH2:16][C:17]1[CH:26]=[CH:25][C:24]2[C:19](=[CH:20][CH:21]=[CH:22][CH:23]=2)[N:18]=1)[CH2:3][CH2:4][NH2:5], predict the reactants needed to synthesize it. The reactants are: [CH3:1][N:2]([CH2:16][C:17]1[CH:26]=[CH:25][C:24]2[C:19](=[CH:20][CH:21]=[CH:22][CH:23]=2)[N:18]=1)[CH2:3][CH2:4][N:5]1C(=O)C2C(=CC=CC=2)C1=O.NN. (4) Given the product [CH:10]12[CH2:20][CH:13]([CH2:12][CH2:11]1)[CH:14]([C:15]([O:17][CH2:18][CH3:19])=[O:16])[NH:9]2, predict the reactants needed to synthesize it. The reactants are: C1(C([N:9]2[CH:14]([C:15]([O:17][CH2:18][CH3:19])=[O:16])[CH:13]3[CH2:20][CH:10]2[CH:11]=[CH:12]3)C)C=CC=CC=1. (5) Given the product [F:37][C:33]1[CH:32]=[C:31]([CH:36]=[CH:35][CH:34]=1)[CH2:30][N:27]1[C:28]([CH3:29])=[C:24]([C:23]2[C:17]3[C:18](=[N:19][CH:20]=[C:15]([C:12]4[CH:11]=[CH:10][C:9]([NH:8][CH:46]5[CH2:47][CH2:48][NH:49][CH2:50][CH2:51]5)=[CH:14][CH:13]=4)[CH:16]=3)[NH:21][CH:22]=2)[C:25]([CH3:38])=[N:26]1, predict the reactants needed to synthesize it. The reactants are: C(OC([N:8]([CH:46]1[CH2:51][CH2:50][N:49](C(OC(C)(C)C)=O)[CH2:48][CH2:47]1)[C:9]1[CH:14]=[CH:13][C:12]([C:15]2[CH:16]=[C:17]3[C:23]([C:24]4[C:25]([CH3:38])=[N:26][N:27]([CH2:30][C:31]5[CH:36]=[CH:35][CH:34]=[C:33]([F:37])[CH:32]=5)[C:28]=4[CH3:29])=[CH:22][N:21](C(OC(C)(C)C)=O)[C:18]3=[N:19][CH:20]=2)=[CH:11][CH:10]=1)=O)(C)(C)C. (6) Given the product [C:1]([O:5][C:6]([N:8]([CH:27]1[CH2:28][CH2:29]1)[CH:9]([C:11]1[CH:12]=[C:13]([CH2:19][CH2:20][CH2:21][NH:22][C:23](=[O:26])[O:24][CH3:25])[C:14]([CH2:17][CH3:18])=[N:15][CH:16]=1)[CH3:10])=[O:7])([CH3:3])([CH3:4])[CH3:2], predict the reactants needed to synthesize it. The reactants are: [C:1]([O:5][C:6]([N:8]([CH:27]1[CH2:29][CH2:28]1)[CH:9]([C:11]1[CH:12]=[C:13]([CH2:19][CH2:20][CH2:21][NH:22][C:23](=[O:26])[O:24][CH3:25])[C:14]([CH:17]=[CH2:18])=[N:15][CH:16]=1)[CH3:10])=[O:7])([CH3:4])([CH3:3])[CH3:2]. (7) Given the product [Cl:25][C:24]1[C:15]2[CH2:14][CH:13]([CH2:12][N:26]=[N+:27]=[N-:28])[O:17][C:16]=2[C:18]2[CH2:19][CH2:20][CH2:21][C:22]=2[CH:23]=1, predict the reactants needed to synthesize it. The reactants are: CC1C=CC(S(O[CH2:12][CH:13]2[O:17][C:16]3[C:18]4[CH2:19][CH2:20][CH2:21][C:22]=4[CH:23]=[C:24]([Cl:25])[C:15]=3[CH2:14]2)(=O)=O)=CC=1.[N-:26]=[N+:27]=[N-:28].[Na+].N(CC1OC2C3C(C=CC=2C1)=CC=CC=3)=[N+]=[N-]. (8) Given the product [F:23][C:20]1[CH:21]=[CH:22][C:17]([N:9]2[C:8]([C:6]3[CH:5]=[CH:4][N:3]=[C:2]([NH2:54])[CH:7]=3)=[CH:12][C:11]([C:13]([F:16])([F:15])[F:14])=[N:10]2)=[CH:18][CH:19]=1, predict the reactants needed to synthesize it. The reactants are: Cl[C:2]1[CH:7]=[C:6]([C:8]2[N:9]([C:17]3[CH:22]=[CH:21][C:20]([F:23])=[CH:19][CH:18]=3)[N:10]=[C:11]([C:13]([F:16])([F:15])[F:14])[CH:12]=2)[CH:5]=[CH:4][N:3]=1.C1(C2C=CC=CC=2)C=CC=CC=1P(C1CCCCC1)C1CCCCC1.[Li+].C[Si]([N-:54][Si](C)(C)C)(C)C.[NH4+].[Cl-].